Dataset: NCI-60 drug combinations with 297,098 pairs across 59 cell lines. Task: Regression. Given two drug SMILES strings and cell line genomic features, predict the synergy score measuring deviation from expected non-interaction effect. (1) Synergy scores: CSS=7.84, Synergy_ZIP=-6.09, Synergy_Bliss=-3.17, Synergy_Loewe=-14.8, Synergy_HSA=-3.02. Cell line: TK-10. Drug 1: CN1C2=C(C=C(C=C2)N(CCCl)CCCl)N=C1CCCC(=O)O.Cl. Drug 2: CC1=C(C(=O)C2=C(C1=O)N3CC4C(C3(C2COC(=O)N)OC)N4)N. (2) Drug 1: C1=CC(=CC=C1CCC2=CNC3=C2C(=O)NC(=N3)N)C(=O)NC(CCC(=O)O)C(=O)O. Drug 2: CC1=C2C(C(=O)C3(C(CC4C(C3C(C(C2(C)C)(CC1OC(=O)C(C(C5=CC=CC=C5)NC(=O)OC(C)(C)C)O)O)OC(=O)C6=CC=CC=C6)(CO4)OC(=O)C)O)C)O. Cell line: HS 578T. Synergy scores: CSS=20.9, Synergy_ZIP=-10.0, Synergy_Bliss=-12.9, Synergy_Loewe=-32.1, Synergy_HSA=-11.8. (3) Drug 1: CC12CCC3C(C1CCC2=O)CC(=C)C4=CC(=O)C=CC34C. Drug 2: C1CC(C1)(C(=O)O)C(=O)O.[NH2-].[NH2-].[Pt+2]. Cell line: NCI/ADR-RES. Synergy scores: CSS=41.5, Synergy_ZIP=-2.31, Synergy_Bliss=1.34, Synergy_Loewe=-4.31, Synergy_HSA=2.56. (4) Drug 1: CN1CCC(CC1)COC2=C(C=C3C(=C2)N=CN=C3NC4=C(C=C(C=C4)Br)F)OC. Drug 2: C1CC(=O)NC(=O)C1N2CC3=C(C2=O)C=CC=C3N. Cell line: T-47D. Synergy scores: CSS=3.41, Synergy_ZIP=-2.30, Synergy_Bliss=-0.0867, Synergy_Loewe=0.474, Synergy_HSA=0.481. (5) Drug 1: C1=CC(=CC=C1CCCC(=O)O)N(CCCl)CCCl. Drug 2: C1=NC2=C(N1)C(=S)N=CN2. Cell line: HCC-2998. Synergy scores: CSS=5.72, Synergy_ZIP=-13.6, Synergy_Bliss=-22.6, Synergy_Loewe=-35.6, Synergy_HSA=-18.4. (6) Drug 1: CCN(CC)CCNC(=O)C1=C(NC(=C1C)C=C2C3=C(C=CC(=C3)F)NC2=O)C. Drug 2: CC(C)NC(=O)C1=CC=C(C=C1)CNNC.Cl. Cell line: LOX IMVI. Synergy scores: CSS=4.97, Synergy_ZIP=-3.43, Synergy_Bliss=-12.8, Synergy_Loewe=-2.12, Synergy_HSA=-11.9. (7) Drug 1: CN1C2=C(C=C(C=C2)N(CCCl)CCCl)N=C1CCCC(=O)O.Cl. Drug 2: CC1=C(C=C(C=C1)C(=O)NC2=CC(=CC(=C2)C(F)(F)F)N3C=C(N=C3)C)NC4=NC=CC(=N4)C5=CN=CC=C5. Cell line: MDA-MB-435. Synergy scores: CSS=40.8, Synergy_ZIP=5.69, Synergy_Bliss=-0.261, Synergy_Loewe=-4.15, Synergy_HSA=-0.262.